From a dataset of Catalyst prediction with 721,799 reactions and 888 catalyst types from USPTO. Predict which catalyst facilitates the given reaction. (1) Reactant: [F:1][C:2]1[CH:3]=[C:4]2[C:8](=[CH:9][CH:10]=1)[NH:7][CH:6]=[C:5]2[CH2:11][CH2:12][CH2:13][NH:14][C@@H:15]1[CH2:24][C:23]2[C:22]([C:25]([NH2:27])=[O:26])=[CH:21][CH:20]=[C:19](F)[C:18]=2[O:17][CH2:16]1.[CH3:29][O-:30].[Na+].[OH-].[Na+]. Product: [F:1][C:2]1[CH:3]=[C:4]2[C:8](=[CH:9][CH:10]=1)[NH:7][CH:6]=[C:5]2[CH2:11][CH2:12][CH2:13][NH:14][C@@H:15]1[CH2:24][C:23]2[C:22]([C:25]([NH2:27])=[O:26])=[CH:21][CH:20]=[C:19]([O:30][CH3:29])[C:18]=2[O:17][CH2:16]1. The catalyst class is: 24. (2) Reactant: [O:1]1[CH2:6][CH2:5][N:4]([C:7]2[CH:8]=[C:9]([NH:13][C:14]3[N:19]=[C:18]4[N:20](C5CCCCO5)[N:21]=[CH:22][C:17]4=[C:16]([C:29]4[CH:30]=[C:31]([NH:35][C:36](=[O:39])[CH:37]=[CH2:38])[CH:32]=[CH:33][CH:34]=4)[N:15]=3)[CH:10]=[CH:11][CH:12]=2)[CH2:3][CH2:2]1.FC(F)(F)C(O)=O. Product: [O:1]1[CH2:2][CH2:3][N:4]([C:7]2[CH:8]=[C:9]([NH:13][C:14]3[N:19]=[C:18]4[NH:20][N:21]=[CH:22][C:17]4=[C:16]([C:29]4[CH:30]=[C:31]([NH:35][C:36](=[O:39])[CH:37]=[CH2:38])[CH:32]=[CH:33][CH:34]=4)[N:15]=3)[CH:10]=[CH:11][CH:12]=2)[CH2:5][CH2:6]1. The catalyst class is: 2.